Predict the reactants needed to synthesize the given product. From a dataset of Full USPTO retrosynthesis dataset with 1.9M reactions from patents (1976-2016). (1) Given the product [Si:5]([O:8][CH2:9][CH2:10][C:11]1[C:12]([F:17])=[C:13]([CH:14]=[CH:15][CH:16]=1)[CH:37]=[O:38])([C:1]([CH3:4])([CH3:2])[CH3:3])([CH3:6])[CH3:7], predict the reactants needed to synthesize it. The reactants are: [C:1]([Si:5]([O:8][CH2:9][CH2:10][C:11]1[CH:16]=[CH:15][CH:14]=[CH:13][C:12]=1[F:17])([CH3:7])[CH3:6])([CH3:4])([CH3:3])[CH3:2].C([Li])(CC)C.CN(C)CCC(NC)CN(C)C.CN(C)[CH:37]=[O:38]. (2) The reactants are: [CH2:1]([O:4][CH2:5][CH2:6][C@@H:7]([CH3:21])[CH2:8][C@H:9]([NH:13][C:14]([O:16][C:17]([CH3:20])([CH3:19])[CH3:18])=[O:15])[C:10]([OH:12])=[O:11])[CH:2]=[CH2:3].[C:22](=O)([O-])[O-].[K+].[K+].CI.O. Given the product [CH3:22][O:11][C:10](=[O:12])[C@@H:9]([NH:13][C:14]([O:16][C:17]([CH3:20])([CH3:19])[CH3:18])=[O:15])[CH2:8][C@H:7]([CH3:21])[CH2:6][CH2:5][O:4][CH2:1][CH:2]=[CH2:3], predict the reactants needed to synthesize it. (3) Given the product [CH2:1]([NH:3][C:4]([NH:6][C:7]1[CH:12]=[CH:11][C:10]([C:13]2[N:14]=[C:15]([N:28]3[CH2:29][CH2:30][O:31][CH2:32][CH2:33]3)[C:16]3[CH2:25][CH2:24][N:23]4[C@H:18]([CH2:19][CH2:20][CH2:21][C:22]4=[O:26])[C:17]=3[N:27]=2)=[CH:9][CH:8]=1)=[O:5])[CH3:2], predict the reactants needed to synthesize it. The reactants are: [CH2:1]([NH:3][C:4]([NH:6][C:7]1[CH:12]=[CH:11][C:10]([C:13]2[N:14]=[C:15]([N:28]3[CH2:33][CH2:32][O:31][CH2:30][CH2:29]3)[C:16]3[CH2:25][CH2:24][N:23]4[C@@H:18]([CH2:19][CH2:20][CH2:21][C:22]4=[O:26])[C:17]=3[N:27]=2)=[CH:9][CH:8]=1)=[O:5])[CH3:2].C(OC(=O)CCCC1C2N=C(C3C=CC(NC(NCC)=O)=CC=3)N=C(N3CCOCC3)C=2CCN1C(OC(C)(C)C)=O)C.Cl.C1(C)C=CC=CC=1.C(N(CC)C(C)C)(C)C. (4) Given the product [Cl:22][C:19]1[CH:20]=[CH:21][C:16]([C:11]2([CH:14]=[CH2:15])[CH2:10][CH2:9][NH:8][CH2:13][CH2:12]2)=[CH:17][CH:18]=1, predict the reactants needed to synthesize it. The reactants are: C(OC([N:8]1[CH2:13][CH2:12][C:11]([C:16]2[CH:21]=[CH:20][C:19]([Cl:22])=[CH:18][CH:17]=2)([CH:14]=[CH2:15])[CH2:10][CH2:9]1)=O)(C)(C)C.Cl. (5) Given the product [CH3:1][O:2][C:3](=[O:28])[C:4]1[CH:9]=[C:8]([N:10]2[CH2:14][CH2:13][CH2:12][C:11]2=[O:15])[CH:7]=[C:6]([O:16][CH2:17][CH2:18][CH2:19][OH:20])[CH:5]=1, predict the reactants needed to synthesize it. The reactants are: [CH3:1][O:2][C:3](=[O:28])[C:4]1[CH:9]=[C:8]([N:10]2[CH2:14][CH2:13][CH2:12][C:11]2=[O:15])[CH:7]=[C:6]([O:16][CH2:17][CH2:18][CH2:19][O:20]CC2C=CC=CC=2)[CH:5]=1. (6) The reactants are: [NH2:1][C:2]1[CH:3]=[C:4]([NH:9][C:10](=[O:22])[C:11]2[CH:16]=[CH:15][C:14]([C:17]([F:20])([F:19])[F:18])=[N:13][C:12]=2[CH3:21])[CH:5]=[CH:6][C:7]=1[Cl:8].[F:23][C:24]1[CH:25]=[C:26]([CH:30]=[CH:31][CH:32]=1)[C:27](O)=[O:28]. Given the product [Cl:8][C:7]1[CH:6]=[CH:5][C:4]([NH:9][C:10](=[O:22])[C:11]2[CH:16]=[CH:15][C:14]([C:17]([F:20])([F:19])[F:18])=[N:13][C:12]=2[CH3:21])=[CH:3][C:2]=1[NH:1][C:27](=[O:28])[C:26]1[CH:30]=[CH:31][CH:32]=[C:24]([F:23])[CH:25]=1, predict the reactants needed to synthesize it. (7) Given the product [OH:15][N:14]=[C:5]([NH2:6])[C:7]1[CH:12]=[CH:11][C:10]([OH:16])=[CH:9][CH:8]=1, predict the reactants needed to synthesize it. The reactants are: CS(C)=O.[C:5]([C:7]1[CH:12]=[CH:11][C:10](O)=[CH:9][CH:8]=1)#[N:6].[NH2:14][OH:15].[OH-:16].[Na+].